Dataset: Forward reaction prediction with 1.9M reactions from USPTO patents (1976-2016). Task: Predict the product of the given reaction. Given the reactants [Cl:1][C:2]1[CH:7]=[CH:6][C:5]([CH:8]([C:15]2[CH:20]=[CH:19][CH:18]=[CH:17][CH:16]=2)[N:9]2[CH2:14][CH2:13][NH:12][CH2:11][CH2:10]2)=[CH:4][CH:3]=1.Cl[CH2:22][CH2:23][O:24][CH2:25][C:26]([NH2:28])=[O:27].C(=O)([O-])[O-].[Na+].[Na+].[I-].[K+].C, predict the reaction product. The product is: [Cl:1][C:2]1[CH:3]=[CH:4][C:5]([CH:8]([C:15]2[CH:16]=[CH:17][CH:18]=[CH:19][CH:20]=2)[N:9]2[CH2:10][CH2:11][N:12]([CH2:22][CH2:23][O:24][CH2:25][C:26]([NH2:28])=[O:27])[CH2:13][CH2:14]2)=[CH:6][CH:7]=1.